This data is from Forward reaction prediction with 1.9M reactions from USPTO patents (1976-2016). The task is: Predict the product of the given reaction. (1) Given the reactants Cl.[OH:2][C@@H:3]1[C@@H:7]([OH:8])[C@@H:6]([CH2:9][OH:10])[NH:5][C@H:4]1[C:11]1[C:15]2[N:16]=[CH:17][NH:18][C:19](=[O:20])[C:14]=2[NH:13][CH:12]=1.CO.C(N(CC)CC)C.[C:30](O[C:30]([O:32][C:33]([CH3:36])([CH3:35])[CH3:34])=[O:31])([O:32][C:33]([CH3:36])([CH3:35])[CH3:34])=[O:31], predict the reaction product. The product is: [OH:8][C@@H:7]1[C@@H:3]([OH:2])[C@H:4]([C:11]2[C:15]3[N:16]=[CH:17][NH:18][C:19](=[O:20])[C:14]=3[NH:13][CH:12]=2)[N:5]([C:30]([O:32][C:33]([CH3:36])([CH3:35])[CH3:34])=[O:31])[C@@H:6]1[CH2:9][OH:10]. (2) The product is: [F:17][C:16]([F:18])([F:19])[C:14]1[CH:15]=[C:10]([NH:9][C:7](=[O:8])[C:6]2[CH:5]=[C:4]([CH:26]=[CH:25][C:24]=2[OH:27])[C:3]([OH:28])=[O:2])[CH:11]=[C:12]([C:20]([F:23])([F:21])[F:22])[CH:13]=1. Given the reactants C[O:2][C:3](=[O:28])[C:4]1[CH:26]=[CH:25][C:24]([OH:27])=[C:6]([C:7]([NH:9][C:10]2[CH:15]=[C:14]([C:16]([F:19])([F:18])[F:17])[CH:13]=[C:12]([C:20]([F:23])([F:22])[F:21])[CH:11]=2)=[O:8])[CH:5]=1.CO.[OH-].[Na+].Cl, predict the reaction product.